Dataset: Forward reaction prediction with 1.9M reactions from USPTO patents (1976-2016). Task: Predict the product of the given reaction. (1) Given the reactants [OH:1][CH2:2][C@H:3]1[O:8][CH2:7][CH2:6][N:5]([C:9]([O:11][C:12]([CH3:15])([CH3:14])[CH3:13])=[O:10])[CH2:4]1.C(N(CC)CC)C.[CH3:23][S:24](Cl)(=[O:26])=[O:25], predict the reaction product. The product is: [CH3:23][S:24]([O:1][CH2:2][C@H:3]1[O:8][CH2:7][CH2:6][N:5]([C:9]([O:11][C:12]([CH3:15])([CH3:14])[CH3:13])=[O:10])[CH2:4]1)(=[O:26])=[O:25]. (2) Given the reactants [Cl:1][C:2]1[CH:24]=[CH:23][C:5]2[N:6]=[C:7]([NH:9][C:10]3[N:14]([CH3:15])[C:13]4[CH:16]=[CH:17][C:18]([C:20]([OH:22])=O)=[CH:19][C:12]=4[N:11]=3)[S:8][C:4]=2[CH:3]=1.[NH2:25][CH2:26][CH2:27][CH2:28][CH2:29][OH:30].CN(C(ON1N=NC2C=CC=CC1=2)=[N+](C)C)C.F[P-](F)(F)(F)(F)F.CCN(C(C)C)C(C)C, predict the reaction product. The product is: [OH:30][CH2:29][CH2:28][CH2:27][CH2:26][NH:25][C:20]([C:18]1[CH:17]=[CH:16][C:13]2[N:14]([CH3:15])[C:10]([NH:9][C:7]3[S:8][C:4]4[CH:3]=[C:2]([Cl:1])[CH:24]=[CH:23][C:5]=4[N:6]=3)=[N:11][C:12]=2[CH:19]=1)=[O:22]. (3) Given the reactants [Br:1][C:2]1[S:6][C:5]2[CH2:7][CH2:8][CH2:9][C:10]3([C:14](=[O:15])[NH:13][C:12](=O)[NH:11]3)[C:4]=2[CH:3]=1.COC1C=CC(P2(=S)SP(=S)(C3C=CC(OC)=CC=3)[S:26]2)=CC=1, predict the reaction product. The product is: [Br:1][C:2]1[S:6][C:5]2[CH2:7][CH2:8][CH2:9][C:10]3([C:14](=[O:15])[NH:13][C:12](=[S:26])[NH:11]3)[C:4]=2[CH:3]=1. (4) The product is: [CH3:22][S:19]([C:12]1[N:13]=[C:14]([CH2:16][CH2:17][CH3:18])[CH:15]=[C:10]([Sn:2]([CH3:8])([CH3:7])[CH3:1])[N:11]=1)(=[O:21])=[O:20]. Given the reactants [CH3:1][Sn:2]([CH3:8])([CH3:7])[Sn:2]([CH3:8])([CH3:7])[CH3:1].Cl[C:10]1[CH:15]=[C:14]([CH2:16][CH2:17][CH3:18])[N:13]=[C:12]([S:19]([CH3:22])(=[O:21])=[O:20])[N:11]=1.[Cl-].[Li+], predict the reaction product.